From a dataset of Peptide-MHC class I binding affinity with 185,985 pairs from IEDB/IMGT. Regression. Given a peptide amino acid sequence and an MHC pseudo amino acid sequence, predict their binding affinity value. This is MHC class I binding data. (1) The peptide sequence is KLFLESGAV. The MHC is HLA-A24:02 with pseudo-sequence HLA-A24:02. The binding affinity (normalized) is 0. (2) The peptide sequence is HPYKIPATV. The MHC is HLA-B07:02 with pseudo-sequence HLA-B07:02. The binding affinity (normalized) is 0.512.